Dataset: Forward reaction prediction with 1.9M reactions from USPTO patents (1976-2016). Task: Predict the product of the given reaction. The product is: [Si:1]([O:18][CH2:19][C@@H:20]([C:22]1[C:23]([C:37]([F:40])([F:39])[F:38])=[N:24][C:25]([C:28]2[CH:33]=[C:32]([O:34][CH3:35])[CH:31]=[CH:30][C:29]=2[F:36])=[CH:26][CH:27]=1)[O:21][C:55]1[CH:56]=[C:51]([C@H:44]([CH:41]2[CH2:42][CH2:43]2)[C@H:45]([CH3:50])[C:46]([O:48][CH3:49])=[O:47])[CH:52]=[CH:53][C:54]=1[I:57])([C:14]([CH3:15])([CH3:16])[CH3:17])([C:8]1[CH:13]=[CH:12][CH:11]=[CH:10][CH:9]=1)[C:2]1[CH:7]=[CH:6][CH:5]=[CH:4][CH:3]=1. Given the reactants [Si:1]([O:18][CH2:19][C@H:20]([C:22]1[C:23]([C:37]([F:40])([F:39])[F:38])=[N:24][C:25]([C:28]2[CH:33]=[C:32]([O:34][CH3:35])[CH:31]=[CH:30][C:29]=2[F:36])=[CH:26][CH:27]=1)[OH:21])([C:14]([CH3:17])([CH3:16])[CH3:15])([C:8]1[CH:13]=[CH:12][CH:11]=[CH:10][CH:9]=1)[C:2]1[CH:7]=[CH:6][CH:5]=[CH:4][CH:3]=1.[CH:41]1([C@@H:44]([C:51]2[CH:56]=[CH:55][C:54]([I:57])=[C:53](O)[CH:52]=2)[C@H:45]([CH3:50])[C:46]([O:48][CH3:49])=[O:47])[CH2:43][CH2:42]1.P(CCCC)(CCCC)CCCC.N(C(N1CCCCC1)=O)=NC(N1CCCCC1)=O, predict the reaction product.